Dataset: Peptide-MHC class I binding affinity with 185,985 pairs from IEDB/IMGT. Task: Regression. Given a peptide amino acid sequence and an MHC pseudo amino acid sequence, predict their binding affinity value. This is MHC class I binding data. (1) The peptide sequence is DHTLMSIVSSL. The MHC is H-2-Db with pseudo-sequence H-2-Db. The binding affinity (normalized) is 0.0850. (2) The peptide sequence is RSLYNTVATLY. The MHC is HLA-A23:01 with pseudo-sequence HLA-A23:01. The binding affinity (normalized) is 0.105. (3) The peptide sequence is YQLAVTIMAI. The MHC is HLA-A02:17 with pseudo-sequence HLA-A02:17. The binding affinity (normalized) is 0.171. (4) The MHC is HLA-A29:02 with pseudo-sequence HLA-A29:02. The binding affinity (normalized) is 0.549. The peptide sequence is GFELTSMKY. (5) The peptide sequence is LLKDLMPFV. The MHC is HLA-A01:01 with pseudo-sequence HLA-A01:01. The binding affinity (normalized) is 0.0847.